This data is from Catalyst prediction with 721,799 reactions and 888 catalyst types from USPTO. The task is: Predict which catalyst facilitates the given reaction. (1) Reactant: [F:1][C:2]1[CH:7]=[CH:6][CH:5]=[CH:4][C:3]=1[S:8]([NH:11][C:12]1[CH:13]=[C:14]([CH:31]=[CH:32][CH:33]=1)[C:15]([NH:17][CH:18]1[CH:25]2[CH2:26][C:21]3([C:28]([OH:30])=O)[CH2:22][CH:23]([CH2:27][CH:19]1[CH2:20]3)[CH2:24]2)=[O:16])(=[O:10])=[O:9].C(Cl)CCl.C1C=CC2N(O)N=[N:44]C=2C=1.O.N. Product: [F:1][C:2]1[CH:7]=[CH:6][CH:5]=[CH:4][C:3]=1[S:8]([NH:11][C:12]1[CH:13]=[C:14]([CH:31]=[CH:32][CH:33]=1)[C:15]([NH:17][CH:18]1[CH:19]2[CH2:20][C:21]3([C:28]([NH2:44])=[O:30])[CH2:22][CH:23]([CH2:24][CH:25]1[CH2:26]3)[CH2:27]2)=[O:16])(=[O:9])=[O:10]. The catalyst class is: 2. (2) Reactant: C1(C)C(S([CH2:10][N+:11]#[C-:12])(=O)=O)=CC=CC=1.N12CCCN=C1CCCCC2.ClCCl.[Br:28][C:29]1[CH:30]=[C:31]([CH:35]=[O:36])[CH:32]=[N:33][CH:34]=1. Product: [Br:28][C:29]1[CH:30]=[C:31]([C:35]2[O:36][CH:12]=[N:11][CH:10]=2)[CH:32]=[N:33][CH:34]=1. The catalyst class is: 6. (3) Reactant: [CH3:1][O:2][C:3]1[CH:8]=[CH:7][C:6]([CH:9]([C:11]2[CH:16]=[CH:15][C:14]([O:17][CH3:18])=[CH:13][CH:12]=2)[NH2:10])=[CH:5][CH:4]=1.[OH:19][CH2:20][C@H:21]1[CH2:26][CH2:25][C@H:24]([C:27](O)=[O:28])[CH2:23][CH2:22]1.C(N(CC)CC)C.F[P-](F)(F)(F)(F)F.N1(O[P+](N(C)C)(N(C)C)N(C)C)C2C=CC=CC=2N=N1. Product: [CH3:18][O:17][C:14]1[CH:15]=[CH:16][C:11]([CH:9]([C:6]2[CH:5]=[CH:4][C:3]([O:2][CH3:1])=[CH:8][CH:7]=2)[NH:10][C:20]([C@H:21]2[CH2:26][CH2:25][C@H:24]([CH2:27][OH:28])[CH2:23][CH2:22]2)=[O:19])=[CH:12][CH:13]=1. The catalyst class is: 42. (4) The catalyst class is: 9. Product: [CH2:54]([NH:55][C:12]([C:9]1[CH:8]=[CH:7][C:6]2[C:11](=[C:2]([Br:1])[CH:3]=[N:4][CH:5]=2)[N:10]=1)=[O:14])[C:48]1[CH:53]=[CH:52][CH:51]=[CH:50][CH:49]=1. Reactant: [Br:1][C:2]1[CH:3]=[N:4][CH:5]=[C:6]2[C:11]=1[N:10]=[C:9]([C:12]([OH:14])=O)[CH:8]=[CH:7]2.C(N(CC)C(C)C)(C)C.F[P-](F)(F)(F)(F)F.N1(OC(N(C)C)=[N+](C)C)C2N=CC=CC=2N=N1.[C:48]1([CH2:54][NH2:55])[CH:53]=[CH:52][CH:51]=[CH:50][CH:49]=1.